Dataset: Peptide-MHC class II binding affinity with 134,281 pairs from IEDB. Task: Regression. Given a peptide amino acid sequence and an MHC pseudo amino acid sequence, predict their binding affinity value. This is MHC class II binding data. (1) The peptide sequence is LLGLLAPLASAQLSR. The MHC is DRB1_1201 with pseudo-sequence DRB1_1201. The binding affinity (normalized) is 0.711. (2) The peptide sequence is DAYICAIRRAKSFIY. The MHC is DRB1_1302 with pseudo-sequence DRB1_1302. The binding affinity (normalized) is 0.950.